From a dataset of Full USPTO retrosynthesis dataset with 1.9M reactions from patents (1976-2016). Predict the reactants needed to synthesize the given product. (1) Given the product [ClH:27].[CH2:1]([NH:8][C:9]1[N:13]([CH3:14])[C:12]2[CH:15]=[CH:16][C:17]([N:19]([CH3:20])[C:21]3[CH:26]=[CH:25][N:24]=[C:23]([NH:28][C:29]4[CH:30]=[CH:31][C:32]([CH3:39])=[C:33]([S:35]([NH2:38])(=[O:36])=[O:37])[CH:34]=4)[N:22]=3)=[CH:18][C:11]=2[N:10]=1)[C:2]1[CH:7]=[CH:6][CH:5]=[CH:4][CH:3]=1, predict the reactants needed to synthesize it. The reactants are: [CH2:1]([NH:8][C:9]1[N:13]([CH3:14])[C:12]2[CH:15]=[CH:16][C:17]([N:19]([C:21]3[CH:26]=[CH:25][N:24]=[C:23]([Cl:27])[N:22]=3)[CH3:20])=[CH:18][C:11]=2[N:10]=1)[C:2]1[CH:7]=[CH:6][CH:5]=[CH:4][CH:3]=1.[NH2:28][C:29]1[CH:30]=[CH:31][C:32]([CH3:39])=[C:33]([S:35]([NH2:38])(=[O:37])=[O:36])[CH:34]=1. (2) The reactants are: [NH:1]1[C:9]2[C:4](=[CH:5][CH:6]=[CH:7][CH:8]=2)[C:3]2([C:21]3[C:12](=[CH:13][C:14]4[O:19][CH2:18][CH2:17][O:16][C:15]=4[CH:20]=3)[O:11][CH2:10]2)[C:2]1=[O:22].[F:23][C:24]([F:34])([F:33])[C:25]1[CH:30]=[CH:29][N:28]=[C:27]([CH2:31]O)[CH:26]=1.C(P(CCCC)CCCC)CCC.N(C(OCC)=O)=NC(OCC)=O.Cl. Given the product [F:34][C:24]([F:23])([F:33])[C:25]1[CH:30]=[CH:29][N:28]=[C:27]([CH2:31][N:1]2[C:9]3[C:4](=[CH:5][CH:6]=[CH:7][CH:8]=3)[C:3]3([C:21]4[C:12](=[CH:13][C:14]5[O:19][CH2:18][CH2:17][O:16][C:15]=5[CH:20]=4)[O:11][CH2:10]3)[C:2]2=[O:22])[CH:26]=1, predict the reactants needed to synthesize it.